This data is from NCI-60 drug combinations with 297,098 pairs across 59 cell lines. The task is: Regression. Given two drug SMILES strings and cell line genomic features, predict the synergy score measuring deviation from expected non-interaction effect. Drug 1: CC1C(C(CC(O1)OC2CC(CC3=C2C(=C4C(=C3O)C(=O)C5=C(C4=O)C(=CC=C5)OC)O)(C(=O)C)O)N)O.Cl. Drug 2: CCCS(=O)(=O)NC1=C(C(=C(C=C1)F)C(=O)C2=CNC3=C2C=C(C=N3)C4=CC=C(C=C4)Cl)F. Cell line: MCF7. Synergy scores: CSS=7.66, Synergy_ZIP=-1.87, Synergy_Bliss=1.05, Synergy_Loewe=-32.9, Synergy_HSA=-0.289.